This data is from Forward reaction prediction with 1.9M reactions from USPTO patents (1976-2016). The task is: Predict the product of the given reaction. Given the reactants [Cl:1][C:2]1[N:7]2[N:8]=[C:9]([C:13]3[O:14][CH:15]=[CH:16][C:17]=3[CH3:18])[C:10]([CH:11]=[O:12])=[C:6]2[CH:5]=[CH:4][CH:3]=1.[C:19]([Mg]Br)#[CH:20].O, predict the reaction product. The product is: [Cl:1][C:2]1[N:7]2[N:8]=[C:9]([C:13]3[O:14][CH:15]=[CH:16][C:17]=3[CH3:18])[C:10]([CH:11]([OH:12])[C:19]#[CH:20])=[C:6]2[CH:5]=[CH:4][CH:3]=1.